This data is from Full USPTO retrosynthesis dataset with 1.9M reactions from patents (1976-2016). The task is: Predict the reactants needed to synthesize the given product. (1) Given the product [Br:22][CH2:10][C:8]1[CH:7]=[C:4]([CH:3]=[C:2]([Cl:1])[CH:9]=1)[C:5]#[N:6], predict the reactants needed to synthesize it. The reactants are: [Cl:1][C:2]1[CH:3]=[C:4]([CH:7]=[C:8]([CH2:10]O)[CH:9]=1)[C:5]#[N:6].ClC1C=C(C=C(C)C=1)C#N.[Br:22]N1C(=O)CCC1=O. (2) The reactants are: Cl.[NH:2]1[CH2:6][CH2:5][C@@H:4]([NH:7][C:8]([C:10]2[C:14]3[N:15]=[CH:16][N:17]=[C:18]([C:19]4[C:27]5[O:26][CH2:25][O:24][C:23]=5[CH:22]=[CH:21][C:20]=4[O:28][CH2:29][CH:30]4[CH2:32][CH2:31]4)[C:13]=3[NH:12][CH:11]=2)=[O:9])[CH2:3]1.Cl[C:34]([C:36]1([O:39]C(=O)C)[CH2:38][CH2:37]1)=[O:35]. Given the product [OH:39][C:36]1([C:34]([N:2]2[CH2:6][CH2:5][C@@H:4]([NH:7][C:8]([C:10]3[C:14]4[N:15]=[CH:16][N:17]=[C:18]([C:19]5[C:27]6[O:26][CH2:25][O:24][C:23]=6[CH:22]=[CH:21][C:20]=5[O:28][CH2:29][CH:30]5[CH2:32][CH2:31]5)[C:13]=4[NH:12][CH:11]=3)=[O:9])[CH2:3]2)=[O:35])[CH2:38][CH2:37]1, predict the reactants needed to synthesize it. (3) Given the product [C:66]([O:65][C:63]([N:36]([C:34]([O:33][C:29]([CH3:30])([CH3:32])[CH3:31])=[O:35])[C:37]1[C:38]2[C:43](=[CH:42][C:41]([NH:47][CH:48]([C:52]3[CH:53]=[C:54]([CH3:62])[C:55]([CH2:59][CH2:60][OH:61])=[C:56]([CH3:58])[CH:57]=3)[C:49]([N:77]([CH2:78][C:79]([O:81][C:82]([CH3:83])([CH3:84])[CH3:85])=[O:80])[CH2:76][C:75]3[CH:86]=[CH:87][CH:88]=[C:73]([N+:70]([O-:72])=[O:71])[CH:74]=3)=[O:50])=[CH:40][CH:39]=2)[CH:44]=[CH:45][N:3]=1)=[O:64])([CH3:67])([CH3:68])[CH3:69], predict the reactants needed to synthesize it. The reactants are: CC[N:3]=C=NCCCN(C)C.C1C=NC2N(O)N=NC=2C=1.C(N(CC)CC)C.[C:29]([O:33][C:34]([N:36]([C:63]([O:65][C:66]([CH3:69])([CH3:68])[CH3:67])=[O:64])[C:37]1C=[CH:45][CH:44]=[C:43]2[C:38]=1[CH:39]=[CH:40][C:41]([NH:47][CH:48]([C:52]1[CH:57]=[C:56]([CH3:58])[C:55]([CH2:59][CH2:60][OH:61])=[C:54]([CH3:62])[CH:53]=1)[C:49](O)=[O:50])=[CH:42]2)=[O:35])([CH3:32])([CH3:31])[CH3:30].[N+:70]([C:73]1[CH:74]=[C:75]([CH:86]=[CH:87][CH:88]=1)[CH2:76][NH:77][CH2:78][C:79]([O:81][C:82]([CH3:85])([CH3:84])[CH3:83])=[O:80])([O-:72])=[O:71]. (4) Given the product [C:1]([O:4][CH2:5][CH:6]1[C:10]2[CH:11]=[C:12]([Br:15])[CH:13]=[CH:14][C:9]=2[S:8](=[O:16])(=[O:17])[N:7]1[CH2:27][CH:26]=[CH2:25])(=[O:3])[CH3:2], predict the reactants needed to synthesize it. The reactants are: [C:1]([O:4][CH2:5][CH:6]1[C:10]2[CH:11]=[C:12]([Br:15])[CH:13]=[CH:14][C:9]=2[S:8](=[O:17])(=[O:16])[NH:7]1)(=[O:3])[CH3:2].C([O-])([O-])=O.[K+].[K+].Br[CH2:25][CH:26]=[CH2:27].O. (5) Given the product [C:11]1([C:21]2[CH:22]=[CH:23][CH:24]=[CH:25][CH:26]=2)[CH:16]=[CH:15][CH:14]=[C:13]([C:17]2[N:10]=[C:5]3[C:4]([N+:1]([O-:3])=[O:2])=[CH:9][CH:8]=[CH:7][N:6]3[CH:18]=2)[CH:12]=1, predict the reactants needed to synthesize it. The reactants are: [N+:1]([C:4]1[C:5]([NH2:10])=[N:6][CH:7]=[CH:8][CH:9]=1)([O-:3])=[O:2].[C:11]1([C:21]2[CH:26]=[CH:25][CH:24]=[CH:23][CH:22]=2)[CH:16]=[CH:15][CH:14]=[C:13]([C:17](=O)[CH2:18]Br)[CH:12]=1. (6) Given the product [CH:5]1([C:8]2[CH:13]=[C:12]([CH2:14][N:15]3[CH2:20][CH2:19][CH:18]([N:21]4[CH2:30][CH2:29][C:28]5[N:27]=[C:26]([CH2:31][CH2:32][CH3:33])[C:25]([C:34]([OH:36])=[O:35])=[CH:24][C:23]=5[C:22]4=[O:38])[CH2:17][CH2:16]3)[CH:11]=[C:10]([O:39][CH2:40][CH3:41])[C:9]=2[C:42]2[CH:47]=[CH:46][C:45]([F:48])=[C:44]([F:49])[CH:43]=2)[CH2:6][CH2:7]1, predict the reactants needed to synthesize it. The reactants are: [OH-].[Na+].CO.[CH:5]1([C:8]2[CH:13]=[C:12]([CH2:14][N:15]3[CH2:20][CH2:19][CH:18]([N:21]4[CH2:30][CH2:29][C:28]5[N:27]=[C:26]([CH2:31][CH2:32][CH3:33])[C:25]([C:34]([O:36]C)=[O:35])=[CH:24][C:23]=5[C:22]4=[O:38])[CH2:17][CH2:16]3)[CH:11]=[C:10]([O:39][CH2:40][CH3:41])[C:9]=2[C:42]2[CH:47]=[CH:46][C:45]([F:48])=[C:44]([F:49])[CH:43]=2)[CH2:7][CH2:6]1.Cl.